The task is: Regression. Given two drug SMILES strings and cell line genomic features, predict the synergy score measuring deviation from expected non-interaction effect.. This data is from NCI-60 drug combinations with 297,098 pairs across 59 cell lines. (1) Drug 1: CC1OCC2C(O1)C(C(C(O2)OC3C4COC(=O)C4C(C5=CC6=C(C=C35)OCO6)C7=CC(=C(C(=C7)OC)O)OC)O)O. Drug 2: C1=C(C(=O)NC(=O)N1)F. Cell line: NCI-H226. Synergy scores: CSS=29.9, Synergy_ZIP=2.58, Synergy_Bliss=1.48, Synergy_Loewe=5.62, Synergy_HSA=7.02. (2) Drug 1: C1=NC(=NC(=O)N1C2C(C(C(O2)CO)O)O)N. Drug 2: C1=NNC2=C1C(=O)NC=N2. Cell line: SK-MEL-28. Synergy scores: CSS=13.9, Synergy_ZIP=-2.30, Synergy_Bliss=2.59, Synergy_Loewe=-9.27, Synergy_HSA=2.80. (3) Drug 2: CC1=CC=C(C=C1)C2=CC(=NN2C3=CC=C(C=C3)S(=O)(=O)N)C(F)(F)F. Cell line: UACC62. Drug 1: CC1OCC2C(O1)C(C(C(O2)OC3C4COC(=O)C4C(C5=CC6=C(C=C35)OCO6)C7=CC(=C(C(=C7)OC)O)OC)O)O. Synergy scores: CSS=33.4, Synergy_ZIP=-8.54, Synergy_Bliss=2.47, Synergy_Loewe=-17.3, Synergy_HSA=1.64. (4) Drug 1: CC12CCC3C(C1CCC2=O)CC(=C)C4=CC(=O)C=CC34C. Drug 2: C(CN)CNCCSP(=O)(O)O. Cell line: CAKI-1. Synergy scores: CSS=3.05, Synergy_ZIP=-11.6, Synergy_Bliss=-23.0, Synergy_Loewe=-21.5, Synergy_HSA=-21.4. (5) Drug 1: CC1=C2C(C(=O)C3(C(CC4C(C3C(C(C2(C)C)(CC1OC(=O)C(C(C5=CC=CC=C5)NC(=O)C6=CC=CC=C6)O)O)OC(=O)C7=CC=CC=C7)(CO4)OC(=O)C)O)C)OC(=O)C. Drug 2: C1=NNC2=C1C(=O)NC=N2. Cell line: U251. Synergy scores: CSS=60.6, Synergy_ZIP=-2.85, Synergy_Bliss=-5.84, Synergy_Loewe=-56.8, Synergy_HSA=-7.79. (6) Drug 1: CC1=C2C(C(=O)C3(C(CC4C(C3C(C(C2(C)C)(CC1OC(=O)C(C(C5=CC=CC=C5)NC(=O)OC(C)(C)C)O)O)OC(=O)C6=CC=CC=C6)(CO4)OC(=O)C)OC)C)OC. Drug 2: CC12CCC(CC1=CCC3C2CCC4(C3CC=C4C5=CN=CC=C5)C)O. Cell line: SN12C. Synergy scores: CSS=29.1, Synergy_ZIP=2.92, Synergy_Bliss=-2.46, Synergy_Loewe=-10.8, Synergy_HSA=-1.88. (7) Drug 1: CC1=C2C(C(=O)C3(C(CC4C(C3C(C(C2(C)C)(CC1OC(=O)C(C(C5=CC=CC=C5)NC(=O)C6=CC=CC=C6)O)O)OC(=O)C7=CC=CC=C7)(CO4)OC(=O)C)O)C)OC(=O)C. Drug 2: C#CCC(CC1=CN=C2C(=N1)C(=NC(=N2)N)N)C3=CC=C(C=C3)C(=O)NC(CCC(=O)O)C(=O)O. Cell line: OVCAR-8. Synergy scores: CSS=34.9, Synergy_ZIP=1.77, Synergy_Bliss=-1.11, Synergy_Loewe=-19.2, Synergy_HSA=-0.698. (8) Drug 1: CN1CCC(CC1)COC2=C(C=C3C(=C2)N=CN=C3NC4=C(C=C(C=C4)Br)F)OC. Drug 2: CC1=C(C(=O)C2=C(C1=O)N3CC4C(C3(C2COC(=O)N)OC)N4)N. Cell line: SW-620. Synergy scores: CSS=41.1, Synergy_ZIP=11.4, Synergy_Bliss=11.4, Synergy_Loewe=3.59, Synergy_HSA=11.6.